Dataset: NCI-60 drug combinations with 297,098 pairs across 59 cell lines. Task: Regression. Given two drug SMILES strings and cell line genomic features, predict the synergy score measuring deviation from expected non-interaction effect. (1) Drug 1: C1=NC2=C(N=C(N=C2N1C3C(C(C(O3)CO)O)O)F)N. Drug 2: CC1=C(C=C(C=C1)NC(=O)C2=CC=C(C=C2)CN3CCN(CC3)C)NC4=NC=CC(=N4)C5=CN=CC=C5. Cell line: UO-31. Synergy scores: CSS=2.62, Synergy_ZIP=-2.61, Synergy_Bliss=-2.18, Synergy_Loewe=-3.67, Synergy_HSA=-1.58. (2) Drug 1: CCCS(=O)(=O)NC1=C(C(=C(C=C1)F)C(=O)C2=CNC3=C2C=C(C=N3)C4=CC=C(C=C4)Cl)F. Drug 2: CC1C(C(CC(O1)OC2CC(CC3=C2C(=C4C(=C3O)C(=O)C5=C(C4=O)C(=CC=C5)OC)O)(C(=O)C)O)N)O.Cl. Cell line: K-562. Synergy scores: CSS=50.5, Synergy_ZIP=29.7, Synergy_Bliss=30.5, Synergy_Loewe=-5.47, Synergy_HSA=28.1. (3) Drug 1: C1CCN(CC1)CCOC2=CC=C(C=C2)C(=O)C3=C(SC4=C3C=CC(=C4)O)C5=CC=C(C=C5)O. Drug 2: C1CCC(CC1)NC(=O)N(CCCl)N=O. Cell line: BT-549. Synergy scores: CSS=7.86, Synergy_ZIP=-2.89, Synergy_Bliss=2.08, Synergy_Loewe=-1.21, Synergy_HSA=-0.339. (4) Drug 1: CCC(=C(C1=CC=CC=C1)C2=CC=C(C=C2)OCCN(C)C)C3=CC=CC=C3.C(C(=O)O)C(CC(=O)O)(C(=O)O)O. Drug 2: CNC(=O)C1=NC=CC(=C1)OC2=CC=C(C=C2)NC(=O)NC3=CC(=C(C=C3)Cl)C(F)(F)F. Cell line: SF-539. Synergy scores: CSS=-1.92, Synergy_ZIP=-0.331, Synergy_Bliss=-1.24, Synergy_Loewe=-4.11, Synergy_HSA=-4.11. (5) Drug 1: CC1CCC2CC(C(=CC=CC=CC(CC(C(=O)C(C(C(=CC(C(=O)CC(OC(=O)C3CCCCN3C(=O)C(=O)C1(O2)O)C(C)CC4CCC(C(C4)OC)O)C)C)O)OC)C)C)C)OC. Drug 2: CS(=O)(=O)OCCCCOS(=O)(=O)C. Cell line: NCI-H460. Synergy scores: CSS=26.4, Synergy_ZIP=-4.82, Synergy_Bliss=-0.598, Synergy_Loewe=-7.12, Synergy_HSA=-0.814.